This data is from Catalyst prediction with 721,799 reactions and 888 catalyst types from USPTO. The task is: Predict which catalyst facilitates the given reaction. Reactant: [C:1]([N:4]1[C:13]2[C:8](=[CH:9][C:10]([C:14]#[C:15][Si](C)(C)C)=[CH:11][CH:12]=2)[C@H:7]([NH:20][C:21](=[O:26])[O:22][CH:23]([CH3:25])[CH3:24])[CH2:6][C@@H:5]1[CH3:27])(=[O:3])[CH3:2].CCCC[N+](CCCC)(CCCC)CCCC.[F-]. Product: [C:1]([N:4]1[C:13]2[C:8](=[CH:9][C:10]([C:14]#[CH:15])=[CH:11][CH:12]=2)[C@H:7]([NH:20][C:21](=[O:26])[O:22][CH:23]([CH3:24])[CH3:25])[CH2:6][C@@H:5]1[CH3:27])(=[O:3])[CH3:2]. The catalyst class is: 7.